This data is from Full USPTO retrosynthesis dataset with 1.9M reactions from patents (1976-2016). The task is: Predict the reactants needed to synthesize the given product. (1) Given the product [CH3:26][O:27][C:28]1[CH:33]=[CH:32][CH:31]=[CH:30][C:29]=1[C:2]1[CH:3]=[CH:4][C:5]([NH:10][C:11]2[CH:12]=[CH:13][C:14]([C:17]([N:19]3[CH2:24][CH2:23][N:22]([CH3:25])[CH2:21][CH2:20]3)=[O:18])=[CH:15][CH:16]=2)=[C:6]([C:7]#[N:8])[CH:9]=1, predict the reactants needed to synthesize it. The reactants are: Br[C:2]1[CH:3]=[CH:4][C:5]([NH:10][C:11]2[CH:16]=[CH:15][C:14]([C:17]([N:19]3[CH2:24][CH2:23][N:22]([CH3:25])[CH2:21][CH2:20]3)=[O:18])=[CH:13][CH:12]=2)=[C:6]([CH:9]=1)[C:7]#[N:8].[CH3:26][O:27][C:28]1[CH:33]=[CH:32][CH:31]=[CH:30][C:29]=1B(O)O.C([O-])([O-])=O.[Na+].[Na+].CO. (2) Given the product [CH2:1]([N:3]1[C:7]([CH2:8][CH3:9])=[CH:6][C:5]([C:10]#[N:12])=[N:4]1)[CH3:2], predict the reactants needed to synthesize it. The reactants are: [CH2:1]([N:3]1[C:7]([CH2:8][CH3:9])=[CH:6][C:5]([C:10]([NH2:12])=O)=[N:4]1)[CH3:2].P(Cl)(Cl)(Cl)=O.